From a dataset of Forward reaction prediction with 1.9M reactions from USPTO patents (1976-2016). Predict the product of the given reaction. (1) Given the reactants Br[C:2]1[CH:7]=[CH:6][C:5]([C@@H:8]([N:10]2[CH2:15][CH2:14][C@:13]([CH2:22][CH2:23][CH2:24][N:25]([CH3:29])[C:26](=[O:28])[CH3:27])([C:16]3[CH:21]=[CH:20][CH:19]=[CH:18][CH:17]=3)[O:12][C:11]2=[O:30])[CH3:9])=[CH:4][CH:3]=1.[CH3:31][C:32]1[CH:37]=[C:36](B(O)O)[CH:35]=[CH:34][N:33]=1, predict the reaction product. The product is: [CH3:29][N:25]([CH2:24][CH2:23][CH2:22][C@@:13]1([C:16]2[CH:21]=[CH:20][CH:19]=[CH:18][CH:17]=2)[O:12][C:11](=[O:30])[N:10]([C@H:8]([C:5]2[CH:6]=[CH:7][C:2]([C:36]3[CH:35]=[CH:34][N:33]=[C:32]([CH3:31])[CH:37]=3)=[CH:3][CH:4]=2)[CH3:9])[CH2:15][CH2:14]1)[C:26](=[O:28])[CH3:27]. (2) Given the reactants [Br:1][C:2]1[CH:3]=[C:4]([C:23]([O:25]C)=O)[C:5]2[NH:6][C:7]3[CH:8]=[CH:9][C:10]([C:15]([N:17]4[CH2:22][CH2:21][O:20][CH2:19][CH2:18]4)=[O:16])=[CH:11][C:12]=3[C:13]=2[N:14]=1.[NH3:27].CO, predict the reaction product. The product is: [Br:1][C:2]1[CH:3]=[C:4]([C:23]([NH2:27])=[O:25])[C:5]2[NH:6][C:7]3[CH:8]=[CH:9][C:10]([C:15]([N:17]4[CH2:18][CH2:19][O:20][CH2:21][CH2:22]4)=[O:16])=[CH:11][C:12]=3[C:13]=2[N:14]=1. (3) Given the reactants [H-].[Al+3].[Li+].[H-].[H-].[H-].[N:7]1([CH2:12][CH2:13][CH2:14][O:15][C:16]2[CH:21]=[CH:20][C:19]([C:22]3([C:28](OC)=[O:29])[CH2:27][CH2:26][O:25][CH2:24][CH2:23]3)=[CH:18][CH:17]=2)[CH2:11][CH2:10][CH2:9][CH2:8]1.O, predict the reaction product. The product is: [N:7]1([CH2:12][CH2:13][CH2:14][O:15][C:16]2[CH:21]=[CH:20][C:19]([C:22]3([CH2:28][OH:29])[CH2:23][CH2:24][O:25][CH2:26][CH2:27]3)=[CH:18][CH:17]=2)[CH2:11][CH2:10][CH2:9][CH2:8]1. (4) Given the reactants [C:1]([NH:20][C:21]1[CH:22]=[C:23]([CH2:27][CH2:28][OH:29])[CH:24]=[CH:25][CH:26]=1)([C:14]1[CH:19]=[CH:18][CH:17]=[CH:16][CH:15]=1)([C:8]1[CH:13]=[CH:12][CH:11]=[CH:10][CH:9]=1)[C:2]1[CH:7]=[CH:6][CH:5]=[CH:4][CH:3]=1.C1N2CCN(CC2)C1.[N+:38]([C:41]1[CH:46]=[CH:45][C:44]([S:47](Cl)(=[O:49])=[O:48])=[CH:43][CH:42]=1)([O-:40])=[O:39].C(=O)(O)[O-].[Na+], predict the reaction product. The product is: [C:1]([NH:20][C:21]1[CH:22]=[C:23]([CH2:27][CH2:28][O:29][S:47]([C:44]2[CH:43]=[CH:42][C:41]([N+:38]([O-:40])=[O:39])=[CH:46][CH:45]=2)(=[O:48])=[O:49])[CH:24]=[CH:25][CH:26]=1)([C:8]1[CH:13]=[CH:12][CH:11]=[CH:10][CH:9]=1)([C:2]1[CH:3]=[CH:4][CH:5]=[CH:6][CH:7]=1)[C:14]1[CH:19]=[CH:18][CH:17]=[CH:16][CH:15]=1.